Task: Predict the product of the given reaction.. Dataset: Forward reaction prediction with 1.9M reactions from USPTO patents (1976-2016) (1) Given the reactants [C:1]([O:5][C:6]([NH:8][C@H:9]([C:17]1[CH:22]=[CH:21][CH:20]=[CH:19][C:18]=1[C:23]1[C:27]2[CH:28]=[CH:29][C:30]([C:32]([OH:34])=O)=[CH:31][C:26]=2[O:25][N:24]=1)[CH2:10][C:11]1[CH:16]=[CH:15][CH:14]=[CH:13][N:12]=1)=[O:7])([CH3:4])([CH3:3])[CH3:2].C(N(CC)CC)C.S(Cl)([Cl:44])=O, predict the reaction product. The product is: [Cl:44][C:32]([C:30]1[CH:29]=[CH:28][C:27]2[C:23]([C:18]3[CH:19]=[CH:20][CH:21]=[CH:22][C:17]=3[C@@H:9]([NH:8][C:6](=[O:7])[O:5][C:1]([CH3:4])([CH3:3])[CH3:2])[CH2:10][C:11]3[CH:16]=[CH:15][CH:14]=[CH:13][N:12]=3)=[N:24][O:25][C:26]=2[CH:31]=1)=[O:34]. (2) Given the reactants [N+:1]([O-:4])([OH:3])=[O:2].[NH2:5][CH2:6][CH2:7][S:8]([OH:11])(=[O:10])=[O:9].[N+:12]([O-:15])([OH:14])=[O:13].[NH2:16][CH2:17][CH2:18][S:19]([OH:22])(=[O:21])=[O:20], predict the reaction product. The product is: [N+:1]([O-:4])([OH:3])=[O:2].[N+:12]([O-:15])([OH:14])=[O:13].[NH2:5][CH2:6][CH2:7][S:8]([OH:11])(=[O:10])=[O:9].[N+:1]([O-:4])([OH:3])=[O:2].[N+:1]([O-:4])([OH:3])=[O:2].[N+:1]([O-:4])([OH:3])=[O:2].[NH2:16][CH2:17][CH2:18][S:19]([OH:22])(=[O:21])=[O:20]. (3) Given the reactants [CH3:1][C:2]1[C:6]2[C:7](=[O:20])[N:8]([CH2:12][CH2:13][N:14]3[CH2:19][CH2:18][CH2:17][CH2:16][CH2:15]3)[CH2:9][CH2:10][CH2:11][C:5]=2[NH:4][C:3]=1[CH:21]=O.[F:23][C:24]1[CH:25]=[C:26]2[C:30](=[CH:31][C:32]=1[NH:33][C:34](=[O:38])[CH:35]([OH:37])[CH3:36])[NH:29][C:28](=[O:39])[CH2:27]2, predict the reaction product. The product is: [F:23][C:24]1[CH:25]=[C:26]2[C:30](=[CH:31][C:32]=1[NH:33][C:34](=[O:38])[CH:35]([OH:37])[CH3:36])[NH:29][C:28](=[O:39])[C:27]2=[CH:21][C:3]1[NH:4][C:5]2[CH2:11][CH2:10][CH2:9][N:8]([CH2:12][CH2:13][N:14]3[CH2:19][CH2:18][CH2:17][CH2:16][CH2:15]3)[C:7](=[O:20])[C:6]=2[C:2]=1[CH3:1]. (4) Given the reactants [CH3:1][C:2]1([CH3:24])[C:11]2[CH2:10][O:9][CH:8]=[CH:7][C:6]3=[CH:12][CH:13]([CH2:15][NH:16][C:17](=[O:23])[O:18][C:19]([CH3:22])([CH3:21])[CH3:20])[O:14][B:4]([C:5]=23)[O:3]1.C1C(=O)N([Cl:32])C(=O)C1.CC(N=NC(C#N)(C)C)(C#N)C, predict the reaction product. The product is: [Cl:32][C:12]1[CH:13]([CH2:15][NH:16][C:17](=[O:23])[O:18][C:19]([CH3:22])([CH3:21])[CH3:20])[O:14][B:4]2[C:5]3[C:6]=1[CH:7]=[CH:8][O:9][CH2:10][C:11]=3[C:2]([CH3:24])([CH3:1])[O:3]2. (5) Given the reactants [F:1][C:2]1[CH:3]=[C:4]([NH2:12])[C:5](=[CH:9][C:10]=1[F:11])[C:6]([OH:8])=O.O.OC1C2N=NNC=2C=CC=1.C(N(C(C)C)CC)(C)C.[F:33][C:34]1[CH:39]=[CH:38][C:37]([CH2:40][CH2:41][NH2:42])=[CH:36][CH:35]=1.CCN=C=NCCCN(C)C.Cl.COC(=O)CN(CC1C=CC=CC=1)CC(NC(OC(C)(C)C)=O)C, predict the reaction product. The product is: [NH2:12][C:4]1[CH:3]=[C:2]([F:1])[C:10]([F:11])=[CH:9][C:5]=1[C:6]([NH:42][CH2:41][CH2:40][C:37]1[CH:38]=[CH:39][C:34]([F:33])=[CH:35][CH:36]=1)=[O:8]. (6) Given the reactants [NH2:1][C@H:2]1[CH2:7][CH2:6][C@H:5]([NH:8][C:9](=O)OC(C)(C)C)[CH2:4][CH2:3]1.[H-].[Al+3].[Li+].[H-].[H-].[H-].O.[OH-].[Na+], predict the reaction product. The product is: [CH3:9][NH:8][C@H:5]1[CH2:6][CH2:7][C@H:2]([NH2:1])[CH2:3][CH2:4]1. (7) Given the reactants Br[C:2]1[CH:3]=[C:4]([C:8]2[C:17]3[C:12](=[C:13]([C:18]([F:21])([F:20])[F:19])[CH:14]=[CH:15][CH:16]=3)[N:11]=[C:10]([CH:22]3[CH2:24][CH2:23]3)[N:9]=2)[CH:5]=[CH:6][CH:7]=1.[CH3:25][S:26]([C:29]1[CH:30]=[C:31](B(O)O)[CH:32]=[CH:33][CH:34]=1)(=[O:28])=[O:27], predict the reaction product. The product is: [CH:22]1([C:10]2[N:9]=[C:8]([C:4]3[CH:3]=[C:2]([C:33]4[CH:32]=[CH:31][CH:30]=[C:29]([S:26]([CH3:25])(=[O:28])=[O:27])[CH:34]=4)[CH:7]=[CH:6][CH:5]=3)[C:17]3[C:12](=[C:13]([C:18]([F:21])([F:20])[F:19])[CH:14]=[CH:15][CH:16]=3)[N:11]=2)[CH2:24][CH2:23]1. (8) Given the reactants [OH:1][C:2]1[CH:3]=[N:4][CH:5]=[CH:6][CH:7]=1.Cl[C:9]1[CH:14]=[C:13]([CH3:15])[N:12]=[C:11]([NH:16][C:17]2[CH:22]=[CH:21][C:20]([N:23]3[CH:27]=[C:26]([CH3:28])[N:25]=[CH:24]3)=[C:19]([O:29][CH3:30])[CH:18]=2)[N:10]=1, predict the reaction product. The product is: [CH3:30][O:29][C:19]1[CH:18]=[C:17]([NH:16][C:11]2[N:12]=[C:13]([CH3:15])[CH:14]=[C:9]([O:1][C:2]3[CH:3]=[N:4][CH:5]=[CH:6][CH:7]=3)[N:10]=2)[CH:22]=[CH:21][C:20]=1[N:23]1[CH:27]=[C:26]([CH3:28])[N:25]=[CH:24]1.